From a dataset of NCI-60 drug combinations with 297,098 pairs across 59 cell lines. Regression. Given two drug SMILES strings and cell line genomic features, predict the synergy score measuring deviation from expected non-interaction effect. Drug 1: CC1=CC2C(CCC3(C2CCC3(C(=O)C)OC(=O)C)C)C4(C1=CC(=O)CC4)C. Drug 2: C1=NNC2=C1C(=O)NC=N2. Cell line: NCI-H226. Synergy scores: CSS=-3.28, Synergy_ZIP=3.07, Synergy_Bliss=3.19, Synergy_Loewe=-3.51, Synergy_HSA=-2.67.